Dataset: Full USPTO retrosynthesis dataset with 1.9M reactions from patents (1976-2016). Task: Predict the reactants needed to synthesize the given product. (1) Given the product [C:35]1([S:32]([N:31]2[C:30]3[CH:29]=[CH:28][N:27]=[C:26]([Cl:41])[C:25]=3[CH:24]=[C:23]2[CH2:22][N:19]2[CH2:20][CH2:21][C@H:17]([NH:16][S:10]([C:8]3[S:7][C:6]4[CH:14]=[C:2]([Cl:1])[CH:3]=[CH:4][C:5]=4[CH:9]=3)(=[O:12])=[O:11])[C:18]2=[O:42])(=[O:34])=[O:33])[CH:40]=[CH:39][CH:38]=[CH:37][CH:36]=1, predict the reactants needed to synthesize it. The reactants are: [Cl:1][C:2]1[CH:3]=[CH:4][C:5]2[CH:9]=[C:8]([S:10](Cl)(=[O:12])=[O:11])[S:7][C:6]=2[CH:14]=1.Cl.[NH2:16][CH:17]1[CH2:21][CH2:20][N:19]([CH2:22][C:23]2[N:31]([S:32]([C:35]3[CH:40]=[CH:39][CH:38]=[CH:37][CH:36]=3)(=[O:34])=[O:33])[C:30]3[CH:29]=[CH:28][N:27]=[C:26]([Cl:41])[C:25]=3[CH:24]=2)[C:18]1=[O:42]. (2) Given the product [C:36]1([C@H:46]([NH2:48])[CH3:47])[C:45]2[C:40](=[CH:41][CH:42]=[CH:43][CH:44]=2)[CH:39]=[CH:38][CH:37]=1.[OH:1][C:2]1[CH:7]=[CH:6][C:5]([CH2:8][CH2:9][S:10][CH:11]([CH2:15][C:16]2[CH:21]=[CH:20][C:19]([CH2:22][CH2:23][O:24][C:25]3[CH:26]=[CH:27][C:28]([O:31][S:32]([CH3:35])(=[O:34])=[O:33])=[CH:29][CH:30]=3)=[CH:18][CH:17]=2)[C:12]([OH:14])=[O:13])=[CH:4][CH:3]=1, predict the reactants needed to synthesize it. The reactants are: [OH:1][C:2]1[CH:7]=[CH:6][C:5]([CH2:8][CH2:9][S:10][CH:11]([CH2:15][C:16]2[CH:21]=[CH:20][C:19]([CH2:22][CH2:23][O:24][C:25]3[CH:30]=[CH:29][C:28]([O:31][S:32]([CH3:35])(=[O:34])=[O:33])=[CH:27][CH:26]=3)=[CH:18][CH:17]=2)[C:12]([OH:14])=[O:13])=[CH:4][CH:3]=1.[C:36]1([C@H:46]([NH2:48])[CH3:47])[C:45]2[C:40](=[CH:41][CH:42]=[CH:43][CH:44]=2)[CH:39]=[CH:38][CH:37]=1. (3) Given the product [OH:18][CH2:17][CH2:16][CH2:15][N:8]1[CH2:7][CH2:6][C:5]2[C:10](=[CH:11][CH:12]=[C:3]([O:2][CH3:1])[CH:4]=2)[C:9]1=[O:13], predict the reactants needed to synthesize it. The reactants are: [CH3:1][O:2][C:3]1[CH:4]=[C:5]2[C:10](=[CH:11][CH:12]=1)[C:9](=[O:13])[NH:8][CH2:7][CH2:6]2.Br[CH2:15][CH2:16][CH2:17][O:18][Si](C(C)(C)C)(C)C.[H-].[Na+].[Cl-].[NH4+].[F-].C([N+](CCCC)(CCCC)CCCC)CCC.O1CCCC1. (4) Given the product [CH3:23][C:22]([O:20][C@@H:18]1[CH2:19][C:14]2[C@@:15]([CH3:21])([C@@H:5]3[C@@H:6]([CH2:12][CH:13]=2)[C@@H:7]2[CH2:8][CH2:9][C:10](=[O:11])[C@@:2]2([CH3:1])[CH2:3][CH2:4]3)[CH2:16][CH2:17]1)=[O:24], predict the reactants needed to synthesize it. The reactants are: [CH3:1][C@@:2]12[C:10](=[O:11])[CH2:9][CH2:8][C@H:7]1[C@@H:6]1[CH2:12][CH:13]=[C:14]3[CH2:19][C@@H:18]([OH:20])[CH2:17][CH2:16][C@:15]3([CH3:21])[C@H:5]1[CH2:4][CH2:3]2.[C:22](OC(=O)C)(=[O:24])[CH3:23].C(N(CC)CC)C.